This data is from Full USPTO retrosynthesis dataset with 1.9M reactions from patents (1976-2016). The task is: Predict the reactants needed to synthesize the given product. (1) Given the product [Cl:13][C:14]1[N:15]=[C:16]([Cl:24])[C:17]([CH:21]([CH3:23])[CH3:22])=[C:18]([O:12][C:5]2[CH:6]=[C:7]([CH3:11])[CH:8]=[C:9]([CH3:10])[C:4]=2[CH3:3])[N:19]=1, predict the reactants needed to synthesize it. The reactants are: [H-].[Na+].[CH3:3][C:4]1[C:9]([CH3:10])=[CH:8][C:7]([CH3:11])=[CH:6][C:5]=1[OH:12].[Cl:13][C:14]1[N:19]=[C:18](Cl)[C:17]([CH:21]([CH3:23])[CH3:22])=[C:16]([Cl:24])[N:15]=1.C(OCC)(=O)C. (2) Given the product [NH2:1][C:2]1[CH:7]=[CH:6][C:5]([CH2:8][CH2:9][OH:10])=[CH:4][C:3]=1[C:11]1[CH2:16][CH2:15][CH2:14][CH2:13][CH:12]=1, predict the reactants needed to synthesize it. The reactants are: [NH2:1][C:2]1[CH:7]=[CH:6][C:5]([CH2:8][CH2:9][OH:10])=[CH:4][CH:3]=1.[C:11]1(B(O)O)[CH2:16][CH2:15][CH2:14][CH2:13][CH:12]=1. (3) Given the product [F:6][C:7]1[CH:8]=[C:9]([CH:12]=[C:13]([N+:1]([O-:4])=[O:2])[C:14]=1[CH3:15])[C:10]#[N:11], predict the reactants needed to synthesize it. The reactants are: [N+:1]([O-:4])([O-])=[O:2].[K+].[F:6][C:7]1[CH:8]=[C:9]([CH:12]=[CH:13][C:14]=1[CH3:15])[C:10]#[N:11]. (4) Given the product [CH3:1][O:3][C:4]([C:5]1[O:6][CH:20]=[N:19][CH:18]=1)=[O:7], predict the reactants needed to synthesize it. The reactants are: [CH2:1]([O:3][C:4](=[O:7])[CH:5]=[O:6])C.CC1C=CC(S([CH2:18][N+:19]#[C-:20])(=O)=O)=CC=1.C([O-])([O-])=O.[K+].[K+]. (5) The reactants are: [CH3:1][C:2]([O:5][C:6]([NH:8][C@@H:9]([C:13]([OH:15])=O)[CH:10]1[CH2:12][CH2:11]1)=[O:7])([CH3:4])[CH3:3].[NH:16]1[CH2:21][CH2:20][CH:19]([C:22]#[N:23])[CH2:18][CH2:17]1.CN(C(ON1N=NC2C=CC=NC1=2)=[N+](C)C)C.F[P-](F)(F)(F)(F)F.C(N(CC)C(C)C)(C)C. Given the product [C:2]([O:5][C:6](=[O:7])[NH:8][C@H:9]([CH:10]1[CH2:11][CH2:12]1)[C:13]([N:16]1[CH2:21][CH2:20][CH:19]([C:22]#[N:23])[CH2:18][CH2:17]1)=[O:15])([CH3:1])([CH3:3])[CH3:4], predict the reactants needed to synthesize it. (6) Given the product [Cl:15][C:16]1[CH:25]=[C:24]([O:26][CH:27]([CH3:28])[CH3:29])[CH:23]=[CH:22][C:17]=1[C:18]1[O:1][N:2]=[C:3]([C:5]2[CH:14]=[CH:13][CH:12]=[C:11]3[C:6]=2[CH:7]=[CH:8][N:9]=[CH:10]3)[N:4]=1, predict the reactants needed to synthesize it. The reactants are: [OH:1][NH:2][C:3]([C:5]1[C:6]2[CH:7]=[CH:8][N:9]=[CH:10][C:11]=2[CH:12]=[CH:13][CH:14]=1)=[NH:4].[Cl:15][C:16]1[CH:25]=[C:24]([O:26][CH:27]([CH3:29])[CH3:28])[CH:23]=[CH:22][C:17]=1[C:18](OC)=O.[H-].[Na+]. (7) Given the product [CH2:27]([N:3]([CH2:1][CH3:2])[CH2:4][CH2:5][CH2:6][N:7]([CH3:26])[C:8]([NH:10][C:11]1[CH:16]=[C:15]([O:17][C:18]2[CH:23]=[CH:22][C:21]([NH:24][C:39]([NH:38][C:36](=[O:37])[CH2:35][C:29]3[CH:30]=[CH:31][CH:32]=[CH:33][CH:34]=3)=[O:40])=[CH:20][C:19]=2[F:25])[CH:14]=[CH:13][N:12]=1)=[O:9])[CH3:28], predict the reactants needed to synthesize it. The reactants are: [CH2:1]([N:3]([CH2:27][CH3:28])[CH2:4][CH2:5][CH2:6][N:7]([CH3:26])[C:8]([NH:10][C:11]1[CH:16]=[C:15]([O:17][C:18]2[CH:23]=[CH:22][C:21]([NH2:24])=[CH:20][C:19]=2[F:25])[CH:14]=[CH:13][N:12]=1)=[O:9])[CH3:2].[C:29]1([CH2:35][C:36]([N:38]=[C:39]=[O:40])=[O:37])[CH:34]=[CH:33][CH:32]=[CH:31][CH:30]=1.C(OCC)C.CCCCCC. (8) Given the product [Cl:1][C:2]1[CH:3]=[CH:4][C:5]([O:12][CH2:14][CH2:15][CH2:16][CH2:17][CH2:18][NH:19][C:20](=[O:26])[O:21][C:22]([CH3:25])([CH3:24])[CH3:23])=[C:6]([CH2:7][OH:9])[CH:11]=1, predict the reactants needed to synthesize it. The reactants are: [Cl:1][C:2]1[CH:3]=[CH:4][C:5]([OH:12])=[C:6]([CH:11]=1)[C:7]([O:9]C)=O.O[CH2:14][CH2:15][CH2:16][CH2:17][CH2:18][NH:19][C:20](=[O:26])[O:21][C:22]([CH3:25])([CH3:24])[CH3:23]. (9) Given the product [CH:1](=[C:3]1/[C:4](=[O:15])[CH2:5][CH2:6][CH2:7][CH2:8][CH2:9][CH2:10][CH2:11][CH2:12][CH2:13][CH2:14]/1)\[CH3:2], predict the reactants needed to synthesize it. The reactants are: [CH:1]([CH:3]1[CH2:14][CH2:13][CH2:12][CH2:11][CH2:10][CH2:9][CH2:8][CH2:7][CH2:6][CH2:5][C:4]1=[O:15])=[CH2:2].C(=C1/C(=O)CCCCCCCCCC/1)/C.